Dataset: Full USPTO retrosynthesis dataset with 1.9M reactions from patents (1976-2016). Task: Predict the reactants needed to synthesize the given product. (1) Given the product [C:26]([O-:30])(=[O:35])[CH3:23].[NH4+:15].[F:13][C:10]1[CH:11]=[CH:12][C:7]([CH:6]2[CH2:5][CH2:4][CH2:3][CH2:2][N:18]3[N:17]=[C:16]([NH:19][C:20]4[CH:25]=[CH:24][C:23]([C:26]5[O:30][N:29]=[C:28]([CH3:31])[N:27]=5)=[C:22]([O:32][CH3:33])[CH:21]=4)[N:15]=[C:14]23)=[CH:8][CH:9]=1, predict the reactants needed to synthesize it. The reactants are: Cl[CH2:2][CH2:3][CH2:4][CH2:5][CH:6]([C:14]1[NH:18][N:17]=[C:16]([NH:19][C:20]2[CH:25]=[CH:24][C:23]([C:26]3[O:30][N:29]=[C:28]([CH3:31])[N:27]=3)=[C:22]([O:32][CH3:33])[CH:21]=2)[N:15]=1)[C:7]1[CH:12]=[CH:11][C:10]([F:13])=[CH:9][CH:8]=1.C(=O)([O-])[O-:35].[K+].[K+].[I-].[K+].O.C(#N)C. (2) Given the product [C:1]([O:9][CH2:10][CH2:11][CH2:12][CH3:13])(=[O:8])[C:2]1[CH:7]=[CH:6][CH:5]=[CH:4][CH:3]=1, predict the reactants needed to synthesize it. The reactants are: [C:1]([OH:9])(=[O:8])[C:2]1[CH:7]=[CH:6][CH:5]=[CH:4][CH:3]=1.[CH2:10](O)[CH2:11][CH2:12][CH3:13].C1(C)C=CC=CC=1. (3) The reactants are: [C:1]1([N:7]([C:21]2[CH:26]=[CH:25][CH:24]=[CH:23][CH:22]=2)[C:8]2[CH:13]=[CH:12][C:11]([NH:14][C:15]3[CH:20]=[CH:19][CH:18]=[CH:17][CH:16]=3)=[CH:10][CH:9]=2)[CH:6]=[CH:5][CH:4]=[CH:3][CH:2]=1.[CH3:27][C:28]([CH3:31])([O-])[CH3:29].[Na+]. Given the product [C:1]1([N:7]([C:21]2[CH:26]=[CH:25][CH:24]=[CH:23][CH:22]=2)[C:8]2[CH:13]=[CH:12][C:11]([N:14]([C:20]3[CH:15]=[CH:16][C:27]4[N:7]([C:1]5[CH:6]=[CH:5][CH:4]=[CH:3][CH:2]=5)[C:8]5[C:29]([C:28]=4[CH:31]=3)=[CH:12][CH:11]=[CH:10][CH:9]=5)[C:15]3[CH:20]=[CH:19][CH:18]=[CH:17][CH:16]=3)=[CH:10][CH:9]=2)[CH:6]=[CH:5][CH:4]=[CH:3][CH:2]=1, predict the reactants needed to synthesize it. (4) The reactants are: CC1C=CC(S(O[C:12]2[C:13]3[CH2:23][CH2:22][CH2:21][CH:20]([C:24]4[CH:29]=[CH:28][CH:27]=[CH:26][CH:25]=4)[CH2:19][C:14]=3[N:15]=[C:16]([NH2:18])[N:17]=2)(=O)=O)=CC=1.Cl.Cl.[NH2:32][CH2:33][CH2:34][NH:35][C:36]1[CH:41]=[CH:40][N:39]=[C:38]([NH2:42])[N:37]=1. Given the product [NH2:42][C:38]1[N:37]=[C:36]([NH:35][CH2:34][CH2:33][NH:32][C:14]2[C:13]3[CH2:23][CH2:22][CH2:21][CH:20]([C:24]4[CH:29]=[CH:28][CH:27]=[CH:26][CH:25]=4)[CH2:19][C:12]=3[N:17]=[C:16]([NH2:18])[N:15]=2)[CH:41]=[CH:40][N:39]=1, predict the reactants needed to synthesize it. (5) Given the product [CH3:12][O:13][C:14]1[CH:15]=[CH:16][C:17]([OH:22])=[C:18]([C:19]2[NH:1][N:2]=[C:3]([C:5]3[CH:10]=[CH:9][CH:8]=[C:7]([CH3:11])[N:6]=3)[N:4]=2)[CH:21]=1, predict the reactants needed to synthesize it. The reactants are: [NH2:1][NH:2][C:3]([C:5]1[CH:10]=[CH:9][CH:8]=[C:7]([CH3:11])[N:6]=1)=[NH:4].[CH3:12][O:13][C:14]1[CH:15]=[CH:16][C:17]([OH:22])=[C:18]([CH:21]=1)[CH:19]=O. (6) Given the product [Cl:1][C:2]1[CH:3]=[CH:4][C:5]2[N:11]3[CH:12]=[CH:13][CH:14]=[C:10]3[C@@H:9]([CH2:15][CH2:16][C:17]([N:19]3[CH2:24][CH2:23][C:22]([OH:30])([C:25]([OH:27])=[O:26])[CH2:21][CH2:20]3)=[O:18])[O:8][C@H:7]([C:31]3[CH:36]=[CH:35][CH:34]=[C:33]([O:37][CH3:38])[C:32]=3[O:39][CH3:40])[C:6]=2[CH:41]=1, predict the reactants needed to synthesize it. The reactants are: [Cl:1][C:2]1[CH:3]=[CH:4][C:5]2[N:11]3[CH:12]=[CH:13][CH:14]=[C:10]3[C@@H:9]([CH2:15][CH2:16][C:17]([N:19]3[CH2:24][CH2:23][C:22]([OH:30])([C:25]([O:27]CC)=[O:26])[CH2:21][CH2:20]3)=[O:18])[O:8][C@H:7]([C:31]3[CH:36]=[CH:35][CH:34]=[C:33]([O:37][CH3:38])[C:32]=3[O:39][CH3:40])[C:6]=2[CH:41]=1. (7) Given the product [C:1]([O:5][C:6]([N:8]1[CH2:13][CH2:12][CH2:11][CH:10]([C:14]2[S:15][CH:16]=[C:17]([C:19]([OH:21])=[O:20])[CH:18]=2)[CH2:9]1)=[O:7])([CH3:4])([CH3:2])[CH3:3], predict the reactants needed to synthesize it. The reactants are: [C:1]([O:5][C:6]([N:8]1[CH2:13][CH2:12][CH2:11][CH:10]([C:14]2[S:15][C:16](N)=[C:17]([C:19]([O:21]CC)=[O:20])[CH:18]=2)[CH2:9]1)=[O:7])([CH3:4])([CH3:3])[CH3:2].N(OC(C)(C)C)=O.[Cl-].[NH4+]. (8) Given the product [CH2:33]([C:35]1[CH:36]=[N:37][C:24]([N:21]2[CH2:22][CH2:23][CH:18]([C:15]3[CH:16]=[CH:17][C:12]([CH2:11][O:10][C:9]4[CH:8]=[CH:7][C:6]([N:1]5[CH:5]=[N:4][N:3]=[N:2]5)=[CH:32][CH:31]=4)=[N:13][CH:14]=3)[CH2:19][CH2:20]2)=[N:39][CH:40]=1)[CH3:34], predict the reactants needed to synthesize it. The reactants are: [N:1]1([C:6]2[CH:32]=[CH:31][C:9]([O:10][CH2:11][C:12]3[CH:17]=[CH:16][C:15]([CH:18]4[CH2:23][CH2:22][N:21]([C:24](OC(C)(C)C)=O)[CH2:20][CH2:19]4)=[CH:14][N:13]=3)=[CH:8][CH:7]=2)[CH:5]=[N:4][N:3]=[N:2]1.[CH2:33]([C:35]1[CH:36]=[N:37]C(Br)=[N:39][CH:40]=1)[CH3:34].